From a dataset of Catalyst prediction with 721,799 reactions and 888 catalyst types from USPTO. Predict which catalyst facilitates the given reaction. (1) Reactant: [CH3:1][S:2](Cl)(=[O:4])=[O:3].[NH2:6][C:7]1[CH:8]=[C:9]([CH:15]=[CH:16][C:17]=1[CH2:18][CH2:19][NH:20][C:21]([C:23]1[CH:28]=[CH:27][C:26]([C:29]2[CH:34]=[CH:33][C:32]([Cl:35])=[CH:31][CH:30]=2)=[CH:25][CH:24]=1)=[O:22])[C:10]([O:12][CH2:13][CH3:14])=[O:11]. Product: [Cl:35][C:32]1[CH:31]=[CH:30][C:29]([C:26]2[CH:27]=[CH:28][C:23]([C:21]([NH:20][CH2:19][CH2:18][C:17]3[CH:16]=[CH:15][C:9]([C:10]([O:12][CH2:13][CH3:14])=[O:11])=[CH:8][C:7]=3[NH:6][S:2]([CH3:1])(=[O:4])=[O:3])=[O:22])=[CH:24][CH:25]=2)=[CH:34][CH:33]=1. The catalyst class is: 17. (2) Reactant: [Br:1][C:2]1[CH:7]=[CH:6][C:5]([S:8]([N:11]2[CH2:18][CH2:17][C:14]3([O:16][CH2:15]3)[CH2:13][CH2:12]2)(=[O:10])=[O:9])=[CH:4][CH:3]=1.[F:19][C:20]([F:24])([F:23])[CH2:21][NH2:22].[Al]. Product: [Br:1][C:2]1[CH:7]=[CH:6][C:5]([S:8]([N:11]2[CH2:18][CH2:17][C:14]([CH2:15][NH:22][CH2:21][C:20]([F:24])([F:23])[F:19])([OH:16])[CH2:13][CH2:12]2)(=[O:10])=[O:9])=[CH:4][CH:3]=1. The catalyst class is: 8. (3) Reactant: O1CCOCC1.[Cl:7][CH:8]1[C:13](Cl)([NH2:14])[CH:12]=[N:11][CH:10]=[N:9]1.[CH3:16][NH2:17]. Product: [Cl:7][C:8]1[N:9]=[CH:10][N:11]=[C:12]([NH:17][CH3:16])[C:13]=1[NH2:14]. The catalyst class is: 6. (4) Reactant: [CH3:1][O:2][C:3]1[CH:8]=[CH:7][N:6]2[N:9]=[C:10]([C:19]3[CH:24]=[CH:23][CH:22]=[CH:21][CH:20]=3)[C:11]([C:12]3[CH:13]=[CH:14][C:15](=[O:18])[NH:16][N:17]=3)=[C:5]2[CH:4]=1.[H-].[Na+].[CH:27](I)([CH3:29])[CH3:28]. Product: [CH3:1][O:2][C:3]1[CH:8]=[CH:7][N:6]2[N:9]=[C:10]([C:19]3[CH:24]=[CH:23][CH:22]=[CH:21][CH:20]=3)[C:11]([C:12]3[CH:13]=[CH:14][C:15](=[O:18])[N:16]([CH:27]([CH3:29])[CH3:28])[N:17]=3)=[C:5]2[CH:4]=1. The catalyst class is: 9. (5) Reactant: Cl.FC1C=C(C=CC=1)CN1C=C(C2C3C(=NC=C(C4C=CC(C5CCNCC5)=CC=4)C=3)N(S(C3C=CC(C)=CC=3)(=O)=O)C=2)C=N1.[F:46][C:47]1[CH:48]=[C:49]([CH:92]=[CH:93][CH:94]=1)[CH2:50][N:51]1[CH:55]=[C:54]([C:56]2[C:64]3[C:59](=[N:60][CH:61]=[C:62]([C:65]4[CH:70]=[CH:69][C:68]([N:71]5[CH2:77][CH2:76][CH2:75][N:74]([CH2:78][C@@H:79]([OH:81])[CH3:80])[CH2:73][CH2:72]5)=[CH:67][CH:66]=4)[CH:63]=3)[N:58](S(C3C=CC(C)=CC=3)(=O)=O)[CH:57]=2)[CH:53]=[N:52]1.[OH-].[Li+]. Product: [F:46][C:47]1[CH:48]=[C:49]([CH:92]=[CH:93][CH:94]=1)[CH2:50][N:51]1[CH:55]=[C:54]([C:56]2[C:64]3[C:59](=[N:60][CH:61]=[C:62]([C:65]4[CH:66]=[CH:67][C:68]([N:71]5[CH2:77][CH2:76][CH2:75][N:74]([CH2:78][C@@H:79]([OH:81])[CH3:80])[CH2:73][CH2:72]5)=[CH:69][CH:70]=4)[CH:63]=3)[NH:58][CH:57]=2)[CH:53]=[N:52]1. The catalyst class is: 87.